This data is from Full USPTO retrosynthesis dataset with 1.9M reactions from patents (1976-2016). The task is: Predict the reactants needed to synthesize the given product. (1) The reactants are: C1(N=C=O)C=CC=CC=1.CC1(C)OC2C(N3C=NC4C3=NC=NC=4[NH:40][C:41]([NH:43][C:44]3[CH:49]=[CH:48][CH:47]=[CH:46][CH:45]=3)=[O:42])OC(C(NC3C=C(C=CC=3)C(O)=O)=O)C2O1. Given the product [C:44]1([NH:43][C:41]([NH2:40])=[O:42])[CH:49]=[CH:48][CH:47]=[CH:46][CH:45]=1, predict the reactants needed to synthesize it. (2) Given the product [Br:1][C:2]1[CH:3]=[C:4]([NH:8][CH:12]=[C:13]([C:14]([O:16][CH2:17][CH3:18])=[O:15])[C:19]([O:21][CH2:22][CH3:23])=[O:20])[CH:5]=[N:6][CH:7]=1, predict the reactants needed to synthesize it. The reactants are: [Br:1][C:2]1[CH:3]=[C:4]([NH2:8])[CH:5]=[N:6][CH:7]=1.C(O[CH:12]=[C:13]([C:19]([O:21][CH2:22][CH3:23])=[O:20])[C:14]([O:16][CH2:17][CH3:18])=[O:15])C. (3) Given the product [F:9][C:10]1[CH:11]=[CH:12][C:13]([C:16]2[C:17](=[O:24])[C:18]([C:19]([O:21][CH2:22][CH3:23])=[O:20])=[CH:3][N:4]([CH:30]([CH3:31])[CH3:29])[CH:5]=2)=[CH:14][CH:15]=1, predict the reactants needed to synthesize it. The reactants are: CO[CH:3](OC)[N:4](C)[CH3:5].[F:9][C:10]1[CH:15]=[CH:14][C:13]([CH2:16][C:17](=[O:24])[CH2:18][C:19]([O:21][CH2:22][CH3:23])=[O:20])=[CH:12][CH:11]=1.C(O[CH2:29][CH2:30][CH3:31])(=O)C. (4) The reactants are: C([N:8]1[CH2:13][CH2:12][CH:11]([C:14]2[NH:18][N:17]=[N:16][N:15]=2)[CH2:10][CH2:9]1)(OC(C)(C)C)=O.C(Cl)(=O)C.Cl. Given the product [NH:18]1[C:14]([CH:11]2[CH2:12][CH2:13][NH:8][CH2:9][CH2:10]2)=[N:15][N:16]=[N:17]1, predict the reactants needed to synthesize it. (5) The reactants are: [CH:1]1[N:2]=[CH:3][N:4]2[CH:9]([C:10]3[CH:17]=[CH:16][C:13]([C:14]#[N:15])=[CH:12][CH:11]=3)[CH2:8][O:7][CH2:6][C:5]=12.C([Sn](=O)CCCC)CCC.C[Si]([N:32]=[N+:33]=[N-:34])(C)C. Given the product [NH:32]1[C:14]([C:13]2[CH:16]=[CH:17][C:10]([CH:9]3[CH2:8][O:7][CH2:6][C:5]4=[CH:1][N:2]=[CH:3][N:4]34)=[CH:11][CH:12]=2)=[N:15][N:34]=[N:33]1, predict the reactants needed to synthesize it. (6) Given the product [C:22]([O:21][C:19](=[O:20])[CH2:18][O:8][C:5]1[CH:6]=[CH:7][C:2]([I:1])=[C:3]([O:9][CH3:10])[CH:4]=1)([CH3:25])([CH3:24])[CH3:23], predict the reactants needed to synthesize it. The reactants are: [I:1][C:2]1[CH:7]=[CH:6][C:5]([OH:8])=[CH:4][C:3]=1[O:9][CH3:10].C(=O)([O-])[O-].[K+].[K+].Br[CH2:18][C:19]([O:21][C:22]([CH3:25])([CH3:24])[CH3:23])=[O:20]. (7) Given the product [CH3:1][O:2][C:3]([C@@H:5]1[C@@H:9]([O:10][CH3:11])[CH2:8][N:7]([C:29]([O:31][C:32]([CH3:33])([CH3:34])[CH3:35])=[O:30])[CH2:6]1)=[O:4], predict the reactants needed to synthesize it. The reactants are: [CH3:1][O:2][C:3]([C@@H:5]1[C@@H:9]([O:10][CH3:11])[CH2:8][N:7](CC2C=CC=CC=2)[CH2:6]1)=[O:4].[H][H].[C:32]([O:31][C:29](O[C:29]([O:31][C:32]([CH3:35])([CH3:34])[CH3:33])=[O:30])=[O:30])([CH3:35])([CH3:34])[CH3:33].